Dataset: Reaction yield outcomes from USPTO patents with 853,638 reactions. Task: Predict the reaction yield, written as a fraction of the theoretical maximum amount of product (1.0 means a 100% yield; for example, 0.34 means a 34% yield). (1) The reactants are C(N([CH2:6][CH3:7])CC)C.[C:8]([N:27]=[C:28]=[O:29])(=[O:26])[CH2:9][CH2:10][CH2:11][CH2:12][CH2:13][CH2:14][CH2:15][CH2:16][CH2:17][CH2:18][CH2:19][CH2:20][CH2:21][CH2:22][CH2:23][CH2:24][CH3:25].NC(O[CH2:34][CH3:35])=O.[NH2:36][C:37](N)=[O:38].O. The catalyst is O1CCOCC1. The product is [C:8]([NH:27][C:28](=[O:29])[NH:36][C:37](=[O:38])[CH2:20][CH2:19][CH2:18][CH2:17][CH2:16][CH2:15][CH2:14][CH2:13][CH2:12][CH2:11][CH2:10][CH2:9][CH2:8][CH2:34][CH2:35][CH2:6][CH3:7])(=[O:26])[CH2:9][CH2:10][CH2:11][CH2:12][CH2:13][CH2:14][CH2:15][CH2:16][CH2:17][CH2:18][CH2:19][CH2:20][CH2:21][CH2:22][CH2:23][CH2:24][CH3:25]. The yield is 0.930. (2) The reactants are I[C:2]1[CH:3]=[CH:4][C:5]2[N:6]([C:15]3[CH:20]=[CH:19][CH:18]=[CH:17][CH:16]=3)[C:7]3[C:12]([C:13]=2[CH:14]=1)=[CH:11][CH:10]=[CH:9][CH:8]=3.[NH2:21][C:22]1[C:31]2[C:26](=[CH:27][CH:28]=[CH:29][CH:30]=2)[CH:25]=[CH:24][CH:23]=1.C(P(C(C)(C)C)C(C)(C)C)(C)(C)C.C(O[Na])(C)(C)C. The catalyst is C1C=CC(/C=C/C(/C=C/C2C=CC=CC=2)=O)=CC=1.C1C=CC(/C=C/C(/C=C/C2C=CC=CC=2)=O)=CC=1.[Pd].C1(C)C=CC=CC=1.C1(C)C(C)=CC=CC=1. The product is [C:22]1([NH:21][C:2]2[CH:3]=[CH:4][C:5]3[N:6]([C:15]4[CH:20]=[CH:19][CH:18]=[CH:17][CH:16]=4)[C:7]4[C:12]([C:13]=3[CH:14]=2)=[CH:11][CH:10]=[CH:9][CH:8]=4)[C:31]2[C:26](=[CH:27][CH:28]=[CH:29][CH:30]=2)[CH:25]=[CH:24][CH:23]=1. The yield is 0.790. (3) The reactants are [OH:1][CH2:2][C:3]([C:6]1[O:10][N:9]=[C:8]([NH:11][C:12](=[O:20])[O:13][C:14]2[CH:19]=[CH:18][CH:17]=[CH:16][CH:15]=2)[CH:7]=1)([CH3:5])[CH3:4].N1C=CC=CC=1.[N+:27]([C:30]1[CH:35]=[CH:34][C:33]([S:36](Cl)(=[O:38])=[O:37])=[CH:32][CH:31]=1)([O-:29])=[O:28]. The catalyst is ClCCl. The product is [N+:27]([C:30]1[CH:31]=[CH:32][C:33]([S:36]([O:1][CH2:2][C:3]([CH3:4])([C:6]2[O:10][N:9]=[C:8]([NH:11][C:12]([O:13][C:14]3[CH:19]=[CH:18][CH:17]=[CH:16][CH:15]=3)=[O:20])[CH:7]=2)[CH3:5])(=[O:38])=[O:37])=[CH:34][CH:35]=1)([O-:29])=[O:28]. The yield is 0.600. (4) The reactants are [C:1]([C:5]1[CH:10]=[CH:9][C:8]([OH:11])=[CH:7][CH:6]=1)([CH3:4])([CH3:3])[CH3:2].CO.O.C(Cl)[Cl:16]. No catalyst specified. The product is [C:1]([C:5]1[CH:6]=[CH:7][C:8]([OH:11])=[C:9]([Cl:16])[CH:10]=1)([CH3:4])([CH3:2])[CH3:3]. The yield is 0.950. (5) The reactants are FC(F)(F)C(O)=O.C1(OC)C=CC=CC=1.C([NH:20][S:21]([C:24]1[C:25]([C:30]2[CH:35]=[CH:34][C:33]([CH2:36][C:37]3[C:42](=[O:43])[N:41]([C:44]4[N:49]=[CH:48][C:47]([O:50][CH3:51])=[CH:46][N:45]=4)[C:40]([CH3:52])=[N:39][C:38]=3[CH2:53][CH2:54][CH2:55][CH3:56])=[CH:32][CH:31]=2)=[CH:26][CH:27]=[CH:28][CH:29]=1)(=[O:23])=[O:22])(C)(C)C.[OH-].[Na+]. The catalyst is CCCCCC.CC(C)=O.O. The product is [CH2:53]([C:38]1[N:39]=[C:40]([CH3:52])[N:41]([C:44]2[N:49]=[CH:48][C:47]([O:50][CH3:51])=[CH:46][N:45]=2)[C:42](=[O:43])[C:37]=1[CH2:36][C:33]1[CH:34]=[CH:35][C:30]([C:25]2[C:24]([S:21]([NH2:20])(=[O:23])=[O:22])=[CH:29][CH:28]=[CH:27][CH:26]=2)=[CH:31][CH:32]=1)[CH2:54][CH2:55][CH3:56]. The yield is 0.970.